Dataset: Forward reaction prediction with 1.9M reactions from USPTO patents (1976-2016). Task: Predict the product of the given reaction. (1) The product is: [CH3:17][O:18][C:19]1[CH:26]=[CH:25][CH:24]=[C:21]([C:22]#[C:1][CH2:2][CH2:3][CH2:4][CH2:5][CH2:6][CH3:7])[CH:20]=1. Given the reactants [CH:1]#[C:2][CH2:3][CH2:4][CH2:5][CH2:6][CH2:7]C.C1(C#C)C=CC=CC=1.[CH3:17][O:18][C:19]1[CH:20]=[C:21]([CH:24]=[CH:25][CH:26]=1)[C:22]#N, predict the reaction product. (2) Given the reactants [C:1]([C:4]12[CH2:11][CH2:10][C:7]([NH:12][CH2:13][C:14]([N:16]3[CH2:20][C@@H:19]([F:21])[CH2:18][C@H:17]3[C:22]#[N:23])=[O:15])([CH2:8][CH2:9]1)[CH2:6][CH2:5]2)([OH:3])=O.[NH2:24][C:25]1[CH:30]=[CH:29][C:28]([CH2:31][CH2:32][OH:33])=[CH:27][CH:26]=1, predict the reaction product. The product is: [F:21][C@@H:19]1[CH2:20][N:16]([C:14](=[O:15])[CH2:13][NH:12][C:7]23[CH2:8][CH2:9][C:4]([C:1]([NH:24][C:25]4[CH:30]=[CH:29][C:28]([CH2:31][CH2:32][OH:33])=[CH:27][CH:26]=4)=[O:3])([CH2:11][CH2:10]2)[CH2:5][CH2:6]3)[C@H:17]([C:22]#[N:23])[CH2:18]1. (3) Given the reactants [CH:1]([C:4]([C:7]([C:10]([C:13]([C:16]([CH2:19][S:20]([OH:22])=[O:21])([F:18])[F:17])([F:15])[F:14])([F:12])[F:11])([F:9])[F:8])([F:6])[F:5])([F:3])[F:2].[OH2:23].BrBr, predict the reaction product. The product is: [CH:1]([C:4]([C:7]([C:10]([C:13]([C:16]([CH2:19][S:20]([OH:23])(=[O:22])=[O:21])([F:17])[F:18])([F:15])[F:14])([F:11])[F:12])([F:9])[F:8])([F:6])[F:5])([F:3])[F:2].